From a dataset of Full USPTO retrosynthesis dataset with 1.9M reactions from patents (1976-2016). Predict the reactants needed to synthesize the given product. The reactants are: C1(P(C2C=CC=CC=2)C2C=CC=CC=2)C=CC=CC=1.BrN1C(=O)CCC1=O.[CH:28]1([CH2:33][C@H:34]([C:38]2[CH:43]=[CH:42][C:41]([Cl:44])=[C:40]([Cl:45])[CH:39]=2)[C:35]([OH:37])=O)[CH2:32][CH2:31][CH2:30][CH2:29]1.[NH2:46][C:47]1[CH:52]=[CH:51][C:50]([Br:53])=[CH:49][N:48]=1.N1C=CC=CC=1. Given the product [Br:53][C:50]1[CH:51]=[CH:52][C:47]([NH:46][C:35](=[O:37])[C@@H:34]([C:38]2[CH:43]=[CH:42][C:41]([Cl:44])=[C:40]([Cl:45])[CH:39]=2)[CH2:33][CH:28]2[CH2:29][CH2:30][CH2:31][CH2:32]2)=[N:48][CH:49]=1, predict the reactants needed to synthesize it.